Predict the reactants needed to synthesize the given product. From a dataset of Full USPTO retrosynthesis dataset with 1.9M reactions from patents (1976-2016). (1) Given the product [F:13][C:3]1[C:2]([NH:1][S:21]([CH3:20])(=[O:23])=[O:22])=[CH:11][CH:10]=[C:9]([F:12])[C:4]=1[C:5]([O:7][CH3:8])=[O:6], predict the reactants needed to synthesize it. The reactants are: [NH2:1][C:2]1[C:3]([F:13])=[C:4]([C:9]([F:12])=[CH:10][CH:11]=1)[C:5]([O:7][CH3:8])=[O:6].N1C=CC=CC=1.[CH3:20][S:21](Cl)(=[O:23])=[O:22]. (2) Given the product [Si:29]([O:36][CH:37]1[CH2:41][CH2:40][N:39]([C:42]2[CH:43]=[C:44]([C:2]3[C:6]([C:7]4[N:8]=[C:9]([NH:12][C:13]5[N:18]=[C:17]([CH3:19])[CH:16]=[CH:15][N:14]=5)[S:10][CH:11]=4)=[CH:5][N:4]([CH2:20][C:21]4[CH:26]=[CH:25][C:24]([O:27][CH3:28])=[CH:23][CH:22]=4)[N:3]=3)[CH:45]=[CH:46][CH:47]=2)[CH2:38]1)([C:32]([CH3:35])([CH3:34])[CH3:33])([CH3:31])[CH3:30], predict the reactants needed to synthesize it. The reactants are: Br[C:2]1[C:6]([C:7]2[N:8]=[C:9]([NH:12][C:13]3[N:18]=[C:17]([CH3:19])[CH:16]=[CH:15][N:14]=3)[S:10][CH:11]=2)=[CH:5][N:4]([CH2:20][C:21]2[CH:26]=[CH:25][C:24]([O:27][CH3:28])=[CH:23][CH:22]=2)[N:3]=1.[Si:29]([O:36][CH:37]1[CH2:41][CH2:40][N:39]([C:42]2[CH:47]=[CH:46][CH:45]=[C:44](B3OC(C)(C)C(C)(C)O3)[CH:43]=2)[CH2:38]1)([C:32]([CH3:35])([CH3:34])[CH3:33])([CH3:31])[CH3:30].C([O-])(O)=O.[Na+]. (3) Given the product [C:36]([N:13]1[CH2:14][C:8]2[CH:7]=[C:6](/[CH:5]=[CH:4]/[C:3]([N:2]([CH3:1])[CH2:18][C:19]3[O:20][C:21]4[CH:28]=[CH:27][CH:26]=[CH:25][C:22]=4[C:23]=3[CH3:24])=[O:17])[CH:16]=[N:15][C:9]=2[NH:10][CH2:11][CH2:12]1)(=[O:38])[CH3:37], predict the reactants needed to synthesize it. The reactants are: [CH3:1][N:2]([CH2:18][C:19]1[O:20][C:21]2[CH:28]=[CH:27][CH:26]=[CH:25][C:22]=2[C:23]=1[CH3:24])[C:3](=[O:17])/[CH:4]=[CH:5]/[C:6]1[CH:16]=[N:15][C:9]2[NH:10][CH2:11][CH2:12][NH:13][CH2:14][C:8]=2[CH:7]=1.CCN(CC)CC.[C:36](OC(=O)C)(=[O:38])[CH3:37]. (4) Given the product [CH3:25][CH:2]([CH3:26])[CH2:3][CH2:4][CH2:5][CH2:6][CH2:7][CH2:8][C:9]1[CH:10]=[CH:11][C:12]([C@@H:15]2[CH2:24][CH2:23][C@@:17]3([NH:21][C:20](=[O:22])[O:19][CH2:18]3)[CH2:16]2)=[CH:13][CH:14]=1, predict the reactants needed to synthesize it. The reactants are: O[C:2]([CH3:26])([CH3:25])[CH2:3][CH2:4][CH2:5][CH2:6][CH2:7][CH2:8][C:9]1[CH:14]=[CH:13][C:12]([C@@H:15]2[CH2:24][CH2:23][C@@:17]3([NH:21][C:20](=[O:22])[O:19][CH2:18]3)[CH2:16]2)=[CH:11][CH:10]=1.[O-]S([O-])(=O)=O.[Na+].[Na+]. (5) Given the product [C:43]([N:45]1[CH2:50][CH2:49][N:48]([C:6]([C:5]2[CH:4]=[C:3]([CH:11]=[CH:10][CH:9]=2)[CH:1]=[O:2])=[O:8])[CH2:47][CH2:46]1)(=[O:44])[CH:42]([CH3:51])[CH3:41], predict the reactants needed to synthesize it. The reactants are: [CH:1]([C:3]1[CH:4]=[C:5]([CH:9]=[CH:10][CH:11]=1)[C:6]([OH:8])=O)=[O:2].C(N(CC)CC)C.ON1C2C=CC=CC=2N=N1.Cl.C(N=C=NCCCN(C)C)C.[CH3:41][CH:42]([CH3:51])[C:43]([N:45]1[CH2:50][CH2:49][NH:48][CH2:47][CH2:46]1)=[O:44]. (6) Given the product [C:1]([C:3]1[CH:4]=[C:5]([CH:9]=[CH:10][CH:11]=1)[C:6]([NH:13][CH3:12])=[O:7])#[N:2], predict the reactants needed to synthesize it. The reactants are: [C:1]([C:3]1[CH:4]=[C:5]([CH:9]=[CH:10][CH:11]=1)[C:6](O)=[O:7])#[N:2].[CH3:12][NH2:13].CO. (7) Given the product [CH3:1][O:2][C:3](=[O:22])[C:4]1[CH:9]=[CH:8][C:7]([C:10]([F:13])([F:12])[F:11])=[C:6]([C:23]([CH3:25])=[CH2:24])[CH:5]=1, predict the reactants needed to synthesize it. The reactants are: [CH3:1][O:2][C:3](=[O:22])[C:4]1[CH:9]=[CH:8][C:7]([C:10]([F:13])([F:12])[F:11])=[C:6](OS(C(F)(F)F)(=O)=O)[CH:5]=1.[C:23](OB(O)O)([CH3:25])=[CH2:24].C(=O)([O-])[O-].[Cs+].[Cs+]. (8) The reactants are: [CH:1]1([CH2:4][O:5][C:6]2[CH:7]=[CH:8][C:9](/[CH:12]=[N:13]/[S@@:14]([C:16]([CH3:19])([CH3:18])[CH3:17])=[O:15])=[N:10][CH:11]=2)[CH2:3][CH2:2]1.[CH3:20][Mg]Br.[Cl-].[NH4+]. Given the product [CH:1]1([CH2:4][O:5][C:6]2[CH:7]=[CH:8][C:9]([C@H:12]([NH:13][S@@:14]([C:16]([CH3:19])([CH3:18])[CH3:17])=[O:15])[CH3:20])=[N:10][CH:11]=2)[CH2:3][CH2:2]1, predict the reactants needed to synthesize it. (9) Given the product [CH3:2][N:3]1[C:7]2[CH:8]=[CH:9][CH:10]=[CH:11][C:6]=2[N:5]=[C:4]1[CH2:12][NH:13][C:35](=[O:36])[C:34]1[CH:38]=[CH:39][CH:40]=[CH:41][C:33]=1[NH:32][C:28]1[CH:27]=[C:26]2[C:31]([C:23]([CH:22]=[CH:21][C:17]3[CH:16]=[C:15]([CH3:14])[CH:20]=[CH:19][N:18]=3)=[N:24][N:25]2[CH:42]2[CH2:47][CH2:46][CH2:45][CH2:44][O:43]2)=[CH:30][CH:29]=1, predict the reactants needed to synthesize it. The reactants are: Cl.[CH3:2][N:3]1[C:7]2[CH:8]=[CH:9][CH:10]=[CH:11][C:6]=2[N:5]=[C:4]1[CH2:12][NH2:13].[CH3:14][C:15]1[CH:20]=[CH:19][N:18]=[C:17]([CH:21]=[CH:22][C:23]2[C:31]3[C:26](=[CH:27][C:28]([NH:32][C:33]4[CH:41]=[CH:40][CH:39]=[CH:38][C:34]=4[C:35](O)=[O:36])=[CH:29][CH:30]=3)[N:25]([CH:42]3[CH2:47][CH2:46][CH2:45][CH2:44][O:43]3)[N:24]=2)[CH:16]=1.